Dataset: Catalyst prediction with 721,799 reactions and 888 catalyst types from USPTO. Task: Predict which catalyst facilitates the given reaction. (1) The catalyst class is: 75. Product: [NH2:20][C:4]1[C:5]([N:9]([CH:14]2[CH2:19][CH2:18][CH2:17][CH2:16][CH2:15]2)[CH2:10][CH:11]([CH3:13])[CH3:12])=[CH:6][C:7]([F:8])=[C:2]([C:24]2[C:25]([C:26]([O:28][CH3:29])=[O:27])=[CH:30][CH:31]=[C:22]([F:21])[CH:23]=2)[CH:3]=1. Reactant: Br[C:2]1[CH:3]=[C:4]([NH2:20])[C:5]([N:9]([CH:14]2[CH2:19][CH2:18][CH2:17][CH2:16][CH2:15]2)[CH2:10][CH:11]([CH3:13])[CH3:12])=[CH:6][C:7]=1[F:8].[F:21][C:22]1[CH:31]=[CH:30][C:25]([C:26]([O:28][CH3:29])=[O:27])=[C:24](B2OC(C)(C)C(C)(C)O2)[CH:23]=1.P([O-])([O-])([O-])=O.[K+].[K+].[K+]. (2) Reactant: [CH3:1][O:2][CH:3]([O:26][CH3:27])[CH2:4][C:5]1[N:6]([CH3:25])[C:7](=[O:24])[C:8]([O:15]C(=O)C2C=CC=CC=2)=[C:9]([C:11]([O:13]C)=O)[N:10]=1.COC(OC)CC#N.[F:36][C:37]1[CH:44]=[CH:43][C:40]([CH2:41][NH2:42])=[CH:39][CH:38]=1. Product: [CH3:27][O:26][CH:3]([O:2][CH3:1])[CH2:4][C:5]1[N:6]([CH3:25])[C:7](=[O:24])[C:8]([OH:15])=[C:9]([C:11]([NH:42][CH2:41][C:40]2[CH:43]=[CH:44][C:37]([F:36])=[CH:38][CH:39]=2)=[O:13])[N:10]=1. The catalyst class is: 5. (3) Reactant: [CH3:1][O:2][CH2:3][C:4]1[CH:9]=[CH:8][C:7]([CH:10]([C:18]([O:20][C:21]([CH3:24])([CH3:23])[CH3:22])=[O:19])[C:11]([O:13][C:14]([CH3:17])([CH3:16])[CH3:15])=[O:12])=[C:6]([N+:25]([O-])=O)[CH:5]=1. Product: [NH2:25][C:6]1[CH:5]=[C:4]([CH2:3][O:2][CH3:1])[CH:9]=[CH:8][C:7]=1[CH:10]([C:11]([O:13][C:14]([CH3:17])([CH3:16])[CH3:15])=[O:12])[C:18]([O:20][C:21]([CH3:22])([CH3:23])[CH3:24])=[O:19]. The catalyst class is: 63.